Dataset: Full USPTO retrosynthesis dataset with 1.9M reactions from patents (1976-2016). Task: Predict the reactants needed to synthesize the given product. (1) Given the product [NH2:1][CH:4]([C:9]1[CH:14]=[CH:13][C:12]([C:15]([F:16])([F:17])[F:18])=[CH:11][CH:10]=1)[C:5]([O:7][CH3:8])=[O:6], predict the reactants needed to synthesize it. The reactants are: [N:1]([CH:4]([C:9]1[CH:14]=[CH:13][C:12]([C:15]([F:18])([F:17])[F:16])=[CH:11][CH:10]=1)[C:5]([O:7][CH3:8])=[O:6])=[N+]=[N-]. (2) Given the product [Cl:26][C:21]1[CH:20]=[C:19]([CH:24]=[CH:23][C:22]=1[F:25])[C:18]([NH:17][C@H:14]1[CH2:13][CH2:12][C@@H:11]([NH:10][C:2]2[CH:7]=[C:6]([Cl:8])[N:5]=[C:4]([CH3:9])[N:3]=2)[CH2:16][CH2:15]1)=[O:27], predict the reactants needed to synthesize it. The reactants are: Cl[C:2]1[CH:7]=[C:6]([Cl:8])[N:5]=[C:4]([CH3:9])[N:3]=1.[NH2:10][C@@H:11]1[CH2:16][CH2:15][C@H:14]([NH:17][C:18](=[O:27])[C:19]2[CH:24]=[CH:23][C:22]([F:25])=[C:21]([Cl:26])[CH:20]=2)[CH2:13][CH2:12]1.C(N(CC)CC)(C)C.C([O-])(O)=O.[Na+]. (3) Given the product [OH:39][C:23]1[C:22](=[O:21])[N:11]([C:12]2[N:13]=[N:14][C:15]([CH3:18])=[CH:16][CH:17]=2)[CH:1]([C:2]2[CH:7]=[CH:6][C:5]([O:8][CH3:9])=[CH:4][CH:3]=2)[C:24]=1[C:25](=[O:26])[C:27]1[CH:28]=[CH:29][C:30]([N:33]2[CH2:34][CH2:35][O:36][CH2:37][CH2:38]2)=[CH:31][CH:32]=1, predict the reactants needed to synthesize it. The reactants are: [CH:1](=O)[C:2]1[CH:7]=[CH:6][C:5]([O:8][CH3:9])=[CH:4][CH:3]=1.[NH2:11][C:12]1[N:13]=[N:14][C:15]([CH3:18])=[CH:16][CH:17]=1.C([O:21][C:22](=O)[C:23]([OH:39])=[CH:24][C:25]([C:27]1[CH:32]=[CH:31][C:30]([N:33]2[CH2:38][CH2:37][O:36][CH2:35][CH2:34]2)=[CH:29][CH:28]=1)=[O:26])C. (4) The reactants are: I[C:2]1[CH:3]=[CH:4][N:5]2[C:10]=1[C:9](=[O:11])[N:8]([C:12]1[CH:17]=[CH:16][CH:15]=[CH:14][CH:13]=1)[C:7]([C@@H:18]([NH:20][C:21](=[O:27])[O:22][C:23]([CH3:26])([CH3:25])[CH3:24])[CH3:19])=[N:6]2.[F:28][C:29]1[CH:30]=[C:31]([SH:37])[CH:32]=[CH:33][C:34]=1[O:35][CH3:36].C(=O)([O-])[O-].[K+].[K+]. Given the product [F:28][C:29]1[CH:30]=[C:31]([S:37][C:2]2[CH:3]=[CH:4][N:5]3[C:10]=2[C:9](=[O:11])[N:8]([C:12]2[CH:17]=[CH:16][CH:15]=[CH:14][CH:13]=2)[C:7]([C@@H:18]([NH:20][C:21](=[O:27])[O:22][C:23]([CH3:26])([CH3:25])[CH3:24])[CH3:19])=[N:6]3)[CH:32]=[CH:33][C:34]=1[O:35][CH3:36], predict the reactants needed to synthesize it. (5) Given the product [CH2:15]([N:22]1[C:30]2[C:25](=[CH:26][CH:27]=[C:28]([N+:31]([O-:33])=[O:32])[CH:29]=2)[C:24]([C:34]([OH:45])([C:41]([F:44])([F:43])[F:42])[CH2:35][NH:36][C:37](=[O:40])[CH2:38][OH:2])=[CH:23]1)[C:16]1[CH:21]=[CH:20][CH:19]=[CH:18][CH:17]=1, predict the reactants needed to synthesize it. The reactants are: C[O:2]C(=O)CC1C=CC(O)=CC=1.[H-].[Na+].[CH2:15]([N:22]1[C:30]2[C:25](=[CH:26][CH:27]=[C:28]([N+:31]([O-:33])=[O:32])[CH:29]=2)[C:24]([C:34]([OH:45])([C:41]([F:44])([F:43])[F:42])[CH2:35][NH:36][C:37](=[O:40])[CH2:38]Br)=[CH:23]1)[C:16]1[CH:21]=[CH:20][CH:19]=[CH:18][CH:17]=1.[Cl-].[NH4+]. (6) Given the product [NH2:1][C:4]1[CH:16]=[CH:15][C:7]([CH2:8][NH:9][S:10]([CH2:13][CH3:14])(=[O:12])=[O:11])=[CH:6][CH:5]=1, predict the reactants needed to synthesize it. The reactants are: [N+:1]([C:4]1[CH:16]=[CH:15][C:7]([CH2:8][NH:9][S:10]([CH2:13][CH3:14])(=[O:12])=[O:11])=[CH:6][CH:5]=1)([O-])=O.